This data is from Forward reaction prediction with 1.9M reactions from USPTO patents (1976-2016). The task is: Predict the product of the given reaction. (1) Given the reactants [C:1](Cl)(=O)C(Cl)=O.[CH3:7][O:8][C:9]1[CH:14]=[CH:13][C:12]([CH2:15][O:16][CH2:17][C:18]([C:20]2[CH:25]=[CH:24][CH:23]=[CH:22][CH:21]=2)=O)=[CH:11][CH:10]=1.[C:26](#[N:30])[CH2:27][C:28]#[N:29].C[CH2:32][N:33](CC)[CH2:34]C, predict the reaction product. The product is: [CH3:32][N:33]([CH3:34])/[C:22](/[C:23]1[CH:24]=[CH:25][CH:20]=[CH:18][C:17]=1[O:16][CH2:15][C:12]1[CH:11]=[CH:10][C:9]([O:8][CH3:7])=[CH:14][CH:13]=1)=[CH:21]\[CH:1]=[C:27]([C:26]#[N:30])[C:28]#[N:29]. (2) Given the reactants [Br:1][C:2]1[CH:11]=[C:10]2[C:5]([CH:6]=[CH:7][C:8]([O:12][CH:13]([O:18][CH3:19])[C:14]([O:16]C)=[O:15])=[CH:9]2)=[CH:4][CH:3]=1.O.[OH-].[Li+].C(OCC)(=O)C, predict the reaction product. The product is: [Br:1][C:2]1[CH:11]=[C:10]2[C:5]([CH:6]=[CH:7][C:8]([O:12][CH:13]([O:18][CH3:19])[C:14]([OH:16])=[O:15])=[CH:9]2)=[CH:4][CH:3]=1. (3) Given the reactants [N+:1]([N:4]1[CH:8]([N+:9]([O-:11])=[O:10])[C:7]([N+:12]([O-:14])=[O:13])=[CH:6][NH:5]1)([O-:3])=[O:2].[BH4-:15].[Na+:16].[H][H], predict the reaction product. The product is: [N+:1]([N:4]1[CH:8]([N+:9]([O-:11])=[O:10])[C:7]([N+:12]([O-:14])=[O:13])=[CH:6][N:5]1[B-:15]([N:5]1[CH:6]=[C:7]([N+:12]([O-:14])=[O:13])[CH:8]([N+:9]([O-:11])=[O:10])[N:4]1[N+:1]([O-:3])=[O:2])([N:5]1[CH:6]=[C:7]([N+:12]([O-:14])=[O:13])[CH:8]([N+:9]([O-:11])=[O:10])[N:4]1[N+:1]([O-:3])=[O:2])[N:5]1[CH:6]=[C:7]([N+:12]([O-:14])=[O:13])[CH:8]([N+:9]([O-:11])=[O:10])[N:4]1[N+:1]([O-:3])=[O:2])([O-:3])=[O:2].[Na+:16]. (4) Given the reactants [C:1]([C:3]1[CH:8]=[CH:7][C:6]([C:9]2([NH:17][C:18](=[O:24])[O:19][C:20]([CH3:23])([CH3:22])[CH3:21])[CH2:12][C:11]3([O:16][CH2:15][CH2:14][O:13]3)[CH2:10]2)=[CH:5][CH:4]=1)#N.C([Mg]Cl)(C)C.[CH2:30]([Mg]Cl)[C:31]1[CH:36]=[CH:35][CH:34]=[CH:33][CH:32]=1.[Cl-].[NH4+].C1C[O:44]CC1, predict the reaction product. The product is: [C:31]1([CH2:30][C:1]([C:3]2[CH:8]=[CH:7][C:6]([C:9]3([NH:17][C:18](=[O:24])[O:19][C:20]([CH3:23])([CH3:22])[CH3:21])[CH2:12][C:11]4([O:16][CH2:15][CH2:14][O:13]4)[CH2:10]3)=[CH:5][CH:4]=2)=[O:44])[CH:36]=[CH:35][CH:34]=[CH:33][CH:32]=1. (5) Given the reactants [C:1]([O:7][CH2:8][CH3:9])(=[O:6])[CH2:2][C:3]([CH3:5])=O.[Cl:10][C:11]1[N:12]=[N:13][C:14]([NH:17][NH2:18])=[CH:15][CH:16]=1, predict the reaction product. The product is: [Cl:10][C:11]1[N:12]=[N:13][C:14]([NH:17]/[N:18]=[C:3](/[CH3:5])\[CH2:2][C:1]([O:7][CH2:8][CH3:9])=[O:6])=[CH:15][CH:16]=1. (6) The product is: [F:27][C:28]1[CH:34]=[CH:33][CH:32]=[C:31]([F:35])[C:29]=1[NH:30][C:6](=[O:8])[C:5]1[C:4]([N+:1]([O-:3])=[O:2])=[CH:12][CH:11]=[CH:10][C:9]=1[CH3:15]. Given the reactants [N+:1]([C:4]1[CH:12]=[CH:11][C:10](C)=[CH:9][C:5]=1[C:6]([OH:8])=O)([O-:3])=[O:2].F[C:15]1C=CC=C([N+]([O-])=O)C=1C(O)=O.[F:27][C:28]1[CH:34]=[CH:33][CH:32]=[C:31]([F:35])[C:29]=1[NH2:30].NC1C=CC=CC=1, predict the reaction product.